From a dataset of Forward reaction prediction with 1.9M reactions from USPTO patents (1976-2016). Predict the product of the given reaction. (1) The product is: [CH2:14]([C@H:13]1[NH:8][CH2:9][C:10]([CH2:17][CH2:18][OH:19])([CH3:16])[O:11][CH2:12]1)[CH3:15]. Given the reactants C([N:8]1[C@H:13]([CH2:14][CH3:15])[CH2:12][O:11][C:10]([CH2:17][CH2:18][OH:19])([CH3:16])[CH2:9]1)C1C=CC=CC=1, predict the reaction product. (2) Given the reactants O[C:2]1([C:6]2[C:16]3[O:15][CH2:14][CH2:13][N:12]([C:17]([O:19][C:20]([CH3:23])([CH3:22])[CH3:21])=[O:18])[CH2:11][C:10]=3[CH:9]=[CH:8][CH:7]=2)[CH2:5][CH2:4][CH2:3]1, predict the reaction product. The product is: [CH:2]1([C:6]2[C:16]3[O:15][CH2:14][CH2:13][N:12]([C:17]([O:19][C:20]([CH3:23])([CH3:22])[CH3:21])=[O:18])[CH2:11][C:10]=3[CH:9]=[CH:8][CH:7]=2)[CH2:3][CH2:4][CH2:5]1. (3) Given the reactants [NH2:1][C:2]1[C:11]2[CH:10]=[CH:9][C:8]([F:12])=[C:7](Br)[C:6]=2[N:5]=[C:4]2[CH2:14][N:15]([CH3:18])[C:16](=[O:17])[C:3]=12.[F:19][C:20]1[CH:25]=[CH:24][CH:23]=[C:22]([O:26][CH3:27])[C:21]=1B(O)O, predict the reaction product. The product is: [NH2:1][C:2]1[C:11]2[CH:10]=[CH:9][C:8]([F:12])=[C:7]([C:21]3[C:22]([O:26][CH3:27])=[CH:23][CH:24]=[CH:25][C:20]=3[F:19])[C:6]=2[N:5]=[C:4]2[CH2:14][N:15]([CH3:18])[C:16](=[O:17])[C:3]=12. (4) Given the reactants C(C1C(C)=CC(NC(CCN2CCC([O:21][C:22](=[O:36])[NH:23][C:24]3[CH:29]=[CH:28][CH:27]=[CH:26][C:25]=3[C:30]3[CH:35]=[CH:34][CH:33]=[CH:32][CH:31]=3)CC2)=O)=C(C)C=1)=O.C(O)(=O)C.NC[C@@H](C1C=CC(O)=C(NC=O)C=1)O[Si](C(C)(C)C)(C)C.CO, predict the reaction product. The product is: [C:25]1([C:30]2[CH:35]=[CH:34][CH:33]=[CH:32][CH:31]=2)[CH:26]=[CH:27][CH:28]=[CH:29][C:24]=1[NH:23][C:22](=[O:21])[OH:36]. (5) The product is: [CH2:34]([NH:33][C:31](=[O:32])[C:30]1[CH:37]=[CH:38][C:27]([NH:26][C:17]2[NH:16][C:15]3=[N:11][CH:12]=[CH:13][C:14]3=[C:19]([NH:20][CH2:21][C:22]([F:24])([F:25])[F:23])[N:18]=2)=[CH:28][CH:29]=1)[CH2:35][CH3:36]. Given the reactants CC1C=CC(S([N:11]2[C:15]3[N:16]=[C:17]([NH:26][C:27]4[CH:38]=[CH:37][C:30]([C:31]([NH:33][CH2:34][CH2:35][CH3:36])=[O:32])=[CH:29][CH:28]=4)[N:18]=[C:19]([NH:20][CH2:21][C:22]([F:25])([F:24])[F:23])[C:14]=3[CH:13]=[CH:12]2)(=O)=O)=CC=1.C(=O)([O-])[O-].[K+].[K+], predict the reaction product. (6) Given the reactants [CH3:1][O:2][C:3]([C:5]1[CH:6]=[C:7]([C:11]#[C:12][C:13]2[C:18]([C:19]([F:22])([F:21])[F:20])=[CH:17][N:16]=[C:15]([NH:23][C:24]3[CH:29]=[CH:28][C:27]([N:30]4[CH2:35][CH2:34][N:33]([C:36]([O:38][C:39]([CH3:42])([CH3:41])[CH3:40])=[O:37])[CH2:32][CH2:31]4)=[CH:26][CH:25]=3)[N:14]=2)[CH:8]=[CH:9][CH:10]=1)=[O:4].[H][H], predict the reaction product. The product is: [CH3:1][O:2][C:3]([C:5]1[CH:6]=[C:7]([CH:8]=[CH:9][CH:10]=1)[CH2:11][CH2:12][C:13]1[C:18]([C:19]([F:22])([F:21])[F:20])=[CH:17][N:16]=[C:15]([NH:23][C:24]2[CH:25]=[CH:26][C:27]([N:30]3[CH2:31][CH2:32][N:33]([C:36]([O:38][C:39]([CH3:40])([CH3:41])[CH3:42])=[O:37])[CH2:34][CH2:35]3)=[CH:28][CH:29]=2)[N:14]=1)=[O:4].